This data is from Orexin1 receptor HTS with 218,158 compounds and 233 confirmed actives. The task is: Binary Classification. Given a drug SMILES string, predict its activity (active/inactive) in a high-throughput screening assay against a specified biological target. (1) The molecule is S(CC(=O)Nc1ccccc1)c1snc(SC)n1. The result is 0 (inactive). (2) The compound is O=C(N1CCN(CC1)c1ccccc1)Cn1nc(nn1)c1oc(cc1)C. The result is 0 (inactive). (3) The molecule is S(=O)(=O)(N1CCN(CC1)C(=O)COc1ccc(cc1)c1ccccc1)CCC. The result is 0 (inactive). (4) The compound is Clc1c(c2nc3c(c(c2)C(=O)NNC(=O)Nc2cc(ccc2)C)cccc3)cccc1. The result is 1 (active). (5) The compound is Clc1cc(COc2cc(/C=N\NC(=O)c3nnn(c3CN(CC)CC)c3nonc3N)ccc2)ccc1. The result is 0 (inactive). (6) The drug is S(CC(=O)NCc1c(OC)cccc1)c1scc(n1)C. The result is 0 (inactive). (7) The compound is Clc1ccc(NCN2C(=O)c3c(C2=O)cncc3)cc1. The result is 0 (inactive). (8) The drug is S(=O)(=O)(NCCC(=O)N1CCN(CC1)C\C=C\c1ccccc1)c1c(F)cccc1. The result is 0 (inactive).